Dataset: Forward reaction prediction with 1.9M reactions from USPTO patents (1976-2016). Task: Predict the product of the given reaction. (1) Given the reactants [CH2:1]([O:8][C:9]([NH:11][C:12]([CH3:19])([CH3:18])[CH2:13][C:14](OC)=[O:15])=[O:10])[C:2]1[CH:7]=[CH:6][CH:5]=[CH:4][CH:3]=1.[Li+].[BH4-], predict the reaction product. The product is: [OH:15][CH2:14][CH2:13][C:12]([NH:11][C:9](=[O:10])[O:8][CH2:1][C:2]1[CH:7]=[CH:6][CH:5]=[CH:4][CH:3]=1)([CH3:19])[CH3:18]. (2) The product is: [N:11]1[S:12][N:13]=[C:14]2[CH:19]=[C:18]([CH2:20][N:10]([CH2:20][C:18]3[CH:17]=[CH:16][C:15]4=[N:11][S:12][N:13]=[C:14]4[CH:19]=3)[C:8]3[CH:7]=[CH:6][C:5]4[NH:1][CH:2]=[N:3][C:4]=4[CH:9]=3)[CH:17]=[CH:16][C:15]=12. Given the reactants [N:1]1[C:5]2[CH:6]=[CH:7][C:8]([NH2:10])=[CH:9][C:4]=2[NH:3][CH:2]=1.[N:11]1[S:12][N:13]=[C:14]2[CH:19]=[C:18]([CH2:20]Br)[CH:17]=[CH:16][C:15]=12.C([O-])([O-])=O.[K+].[K+], predict the reaction product. (3) The product is: [Cl:44][C:43]1[CH:42]=[CH:41][CH:40]=[C:39]([Cl:45])[C:38]=1[C:31]1[C:30]([CH2:29][O:1][C:2]2[CH:3]=[C:4]3[C:9](=[CH:10][CH:11]=2)[CH:8]=[C:7]([C:12]2[CH:13]=[C:14]([C:18]([O:20][CH3:21])=[O:19])[CH:15]=[N:16][CH:17]=2)[CH:6]=[CH:5]3)=[C:34]([CH:35]([CH3:37])[CH3:36])[O:33][N:32]=1. Given the reactants [OH:1][C:2]1[CH:3]=[C:4]2[C:9](=[CH:10][CH:11]=1)[CH:8]=[C:7]([C:12]1[CH:13]=[C:14]([C:18]([O:20][CH3:21])=[O:19])[CH:15]=[N:16][CH:17]=1)[CH:6]=[CH:5]2.C(=O)([O-])[O-].[Cs+].[Cs+].Cl[CH2:29][C:30]1[C:31]([C:38]2[C:43]([Cl:44])=[CH:42][CH:41]=[CH:40][C:39]=2[Cl:45])=[N:32][O:33][C:34]=1[CH:35]([CH3:37])[CH3:36].C(OCC)(=O)C, predict the reaction product. (4) Given the reactants [NH2:1][C:2]([CH3:33])([CH3:32])[C:3]#[C:4][C:5]1[CH:14]=[C:13]2[C:8]([CH:9]=[C:10]([CH3:31])[C:11]([CH:22]([O:26][C:27]([CH3:30])([CH3:29])[CH3:28])[C:23]([OH:25])=[O:24])=[C:12]2[C:15]2[CH:20]=[CH:19][C:18]([Cl:21])=[CH:17][CH:16]=2)=[CH:7][CH:6]=1.C(N(CC)CC)C.[C:41](OC(=O)C)(=[O:43])[CH3:42], predict the reaction product. The product is: [C:41]([NH:1][C:2]([CH3:33])([CH3:32])[C:3]#[C:4][C:5]1[CH:14]=[C:13]2[C:8]([CH:9]=[C:10]([CH3:31])[C:11]([CH:22]([O:26][C:27]([CH3:28])([CH3:30])[CH3:29])[C:23]([OH:25])=[O:24])=[C:12]2[C:15]2[CH:20]=[CH:19][C:18]([Cl:21])=[CH:17][CH:16]=2)=[CH:7][CH:6]=1)(=[O:43])[CH3:42]. (5) Given the reactants [Cl:1][CH2:2][C:3](Cl)=O.[NH2:6][C:7]1[CH:22]=[CH:21][CH:20]=[C:19]([CH3:23])[C:8]=1[C:9]([NH:11][C:12]1[CH:17]=[CH:16][CH:15]=[CH:14][C:13]=1[Cl:18])=[O:10], predict the reaction product. The product is: [Cl:1][CH2:2][C:3]1[N:11]([C:12]2[CH:17]=[CH:16][CH:15]=[CH:14][C:13]=2[Cl:18])[C:9](=[O:10])[C:8]2[C:7](=[CH:22][CH:21]=[CH:20][C:19]=2[CH3:23])[N:6]=1. (6) Given the reactants [I:1][C:2]1[CH:7]=[CH:6][C:5]([OH:8])=[C:4]([CH3:9])[CH:3]=1.N1C=CN=C1.[Si:15](Cl)([C:18]([CH3:21])([CH3:20])[CH3:19])([CH3:17])[CH3:16], predict the reaction product. The product is: [I:1][C:2]1[CH:7]=[CH:6][C:5]([O:8][Si:15]([C:18]([CH3:21])([CH3:20])[CH3:19])([CH3:17])[CH3:16])=[C:4]([CH3:9])[CH:3]=1. (7) Given the reactants O=[C:2]([C:7]1[CH:12]=[CH:11][CH:10]=[CH:9][CH:8]=1)[CH2:3][S:4][C:5]#[N:6].[C:13](#[N:17])[CH2:14][C:15]#[N:16].C(N(CC)CC)C.C(O)(=O)C, predict the reaction product. The product is: [C:7]1([C:2]2[N:6]=[C:5]([CH:14]([C:13]#[N:17])[C:15]#[N:16])[S:4][CH:3]=2)[CH:12]=[CH:11][CH:10]=[CH:9][CH:8]=1. (8) Given the reactants [CH3:1][C:2]1([CH3:25])[O:6][C:5](=[CH:7][C:8]([N:10]([CH2:16][C:17]2[CH:22]=[CH:21][C:20]([F:23])=[CH:19][CH:18]=2)[O:11][CH2:12][C:13](O)=[O:14])=[O:9])[C:4](=[O:24])[O:3]1.C(Cl)(=O)C(Cl)=O.[CH3:32][NH:33][CH3:34].N1C=CC=CC=1, predict the reaction product. The product is: [CH3:32][N:33]([CH3:34])[C:13]([CH2:12][O:11][N:10]([CH2:16][C:17]1[CH:22]=[CH:21][C:20]([F:23])=[CH:19][CH:18]=1)[C:8](=[O:9])[CH:7]=[C:5]1[C:4](=[O:24])[O:3][C:2]([CH3:25])([CH3:1])[O:6]1)=[O:14].